From a dataset of Catalyst prediction with 721,799 reactions and 888 catalyst types from USPTO. Predict which catalyst facilitates the given reaction. (1) Reactant: Br[C:2]1[C:11]2[C:6](=[C:7]([C:12]3[C:17]([CH3:18])=[CH:16][C:15]([CH3:19])=[CH:14][C:13]=3[CH3:20])[CH:8]=[CH:9][CH:10]=2)[N:5]=[C:4]([CH3:21])[CH:3]=1.[CH2:22]([NH2:25])[CH2:23][NH2:24]. Product: [NH2:24][CH2:23][CH2:22][NH:25][C:2]1[C:11]2[C:6](=[C:7]([C:12]3[C:17]([CH3:18])=[CH:16][C:15]([CH3:19])=[CH:14][C:13]=3[CH3:20])[CH:8]=[CH:9][CH:10]=2)[N:5]=[C:4]([CH3:21])[CH:3]=1. The catalyst class is: 196. (2) Reactant: C[N:2](C(ON1N=NC2C=CC=NC1=2)=[N+](C)C)C.F[P-](F)(F)(F)(F)F.CCN(CC)CC.N.[Cl:33][C:34]1[CH:35]=[C:36]2[C:41](=[CH:42][CH:43]=1)[C:40](=[O:44])[N:39]([C:45]1[CH:46]=[C:47]([O:51][CH2:52][C:53](O)=[O:54])[CH:48]=[N:49][CH:50]=1)[CH2:38][CH2:37]2. Product: [Cl:33][C:34]1[CH:35]=[C:36]2[C:41](=[CH:42][CH:43]=1)[C:40](=[O:44])[N:39]([C:45]1[CH:46]=[C:47]([O:51][CH2:52][C:53]([NH2:2])=[O:54])[CH:48]=[N:49][CH:50]=1)[CH2:38][CH2:37]2. The catalyst class is: 18. (3) Product: [F:1][C:2]1[CH:3]=[CH:4][C:5]([S:8]([N:11]([CH2:24][CH:23]([CH3:26])[CH3:25])[C:12]2[C:17]([O:18][CH3:19])=[CH:16][C:15]([CH:20]([CH3:22])[CH3:21])=[CH:14][N:13]=2)(=[O:9])=[O:10])=[CH:6][CH:7]=1. The catalyst class is: 10. Reactant: [F:1][C:2]1[CH:7]=[CH:6][C:5]([S:8]([NH:11][C:12]2[C:17]([O:18][CH3:19])=[CH:16][C:15]([CH:20]([CH3:22])[CH3:21])=[CH:14][N:13]=2)(=[O:10])=[O:9])=[CH:4][CH:3]=1.[C:23](N=C(N(C)C)N(C)C)([CH3:26])([CH3:25])[CH3:24].BrCC(C)C. (4) Reactant: [C:1](Cl)(=[O:3])[CH3:2].[F:5][C:6]1[CH:7]=[C:8]([OH:13])[CH:9]=[CH:10][C:11]=1[F:12].C(N(CC)CC)C. Product: [C:1]([O:13][C:8]1[CH:9]=[CH:10][C:11]([F:12])=[C:6]([F:5])[CH:7]=1)(=[O:3])[CH3:2]. The catalyst class is: 2. (5) Reactant: [Br:1][C:2]1[CH:11]=[C:10]2[C:5]([CH:6]=[CH:7][CH:8]=[C:9]2[C:12]2[N:13]=[C:14]([NH:17]C(=O)C)[NH:15][CH:16]=2)=[CH:4][CH:3]=1. Product: [Br:1][C:2]1[CH:11]=[C:10]2[C:5]([CH:6]=[CH:7][CH:8]=[C:9]2[C:12]2[N:13]=[C:14]([NH2:17])[NH:15][CH:16]=2)=[CH:4][CH:3]=1. The catalyst class is: 33. (6) Reactant: [OH-].[Li+].[Cl:3][C:4]1[CH:45]=[CH:44][C:7]([CH2:8][N:9]2[C:17]3[C:12](=[N:13][C:14]([C:24]([O:26]C)=[O:25])=[N:15][C:16]=3[NH:18][C@@H:19]([CH:21]3[CH2:23][CH2:22]3)[CH3:20])[N:11]=[C:10]2[C:28]2[CH:33]=[C:32]([CH3:34])[CH:31]=[CH:30][C:29]=2[O:35][CH2:36][CH2:37][C:38]([NH:40][CH2:41][CH2:42][OH:43])=[O:39])=[CH:6][CH:5]=1. Product: [Cl:3][C:4]1[CH:45]=[CH:44][C:7]([CH2:8][N:9]2[C:17]3[C:12](=[N:13][C:14]([C:24]([OH:26])=[O:25])=[N:15][C:16]=3[NH:18][C@@H:19]([CH:21]3[CH2:22][CH2:23]3)[CH3:20])[N:11]=[C:10]2[C:28]2[CH:33]=[C:32]([CH3:34])[CH:31]=[CH:30][C:29]=2[O:35][CH2:36][CH2:37][C:38]([NH:40][CH2:41][CH2:42][OH:43])=[O:39])=[CH:6][CH:5]=1. The catalyst class is: 1. (7) Reactant: [NH2:1][C:2]1[CH:11]=[C:10]2[C:5]([C:6](=[O:12])[NH:7][CH:8]=[N:9]2)=[CH:4][CH:3]=1.[Cl:13][C:14]1[CH:23]=[CH:22][C:17]([CH2:18][N:19]=[C:20]=[O:21])=[CH:16][CH:15]=1. The catalyst class is: 12. Product: [Cl:13][C:14]1[CH:15]=[CH:16][C:17]([CH2:18][NH:19][C:20]([NH:1][C:2]2[CH:11]=[C:10]3[C:5]([C:6](=[O:12])[NH:7][CH:8]=[N:9]3)=[CH:4][CH:3]=2)=[O:21])=[CH:22][CH:23]=1.